This data is from Reaction yield outcomes from USPTO patents with 853,638 reactions. The task is: Predict the reaction yield, written as a fraction of the theoretical maximum amount of product (1.0 means a 100% yield; for example, 0.34 means a 34% yield). (1) The product is [Cl:1][C:2]1[C:11]2[C:6](=[CH:7][C:8]([NH2:12])=[CH:9][CH:10]=2)[C:5]([Cl:15])=[N:4][N:3]=1. The catalyst is [Fe].CCO. The yield is 0.300. The reactants are [Cl:1][C:2]1[C:11]2[C:6](=[CH:7][C:8]([N+:12]([O-])=O)=[CH:9][CH:10]=2)[C:5]([Cl:15])=[N:4][N:3]=1.[NH4+].[Cl-]. (2) The reactants are [CH2:1]([O:8][C:9]1[CH:18]=[CH:17][C:16]2[C:11](=[CH:12][CH:13]=[C:14]([O:19][CH3:20])[CH:15]=2)[C:10]=1Br)[C:2]1[CH:7]=[CH:6][CH:5]=[CH:4][CH:3]=1.[N:22]1([CH2:28][CH2:29][O:30][C:31]2[CH:36]=[CH:35][C:34]([OH:37])=[CH:33][CH:32]=2)[CH2:27][CH2:26][CH2:25][CH2:24][CH2:23]1.C(=O)([O-])[O-].[Cs+].[Cs+].C(OCC)(=O)C. The catalyst is C1(C)C=CC=CC=1. The product is [CH2:1]([O:8][C:9]1[CH:18]=[CH:17][C:16]2[C:11](=[CH:12][CH:13]=[C:14]([O:19][CH3:20])[CH:15]=2)[C:10]=1[O:37][C:34]1[CH:33]=[CH:32][C:31]([O:30][CH2:29][CH2:28][N:22]2[CH2:27][CH2:26][CH2:25][CH2:24][CH2:23]2)=[CH:36][CH:35]=1)[C:2]1[CH:7]=[CH:6][CH:5]=[CH:4][CH:3]=1. The yield is 0.300. (3) The reactants are [N+](=[C:3]([C:14](=[O:19])[CH2:15][CH2:16][CH2:17][OH:18])[C:4]([O:6][CH2:7][C:8]1[CH:13]=[CH:12][CH:11]=[CH:10][CH:9]=1)=[O:5])=[N-]. The catalyst is C1C=CC=CC=1.CC([O-])=O.CC([O-])=O.CC([O-])=O.CC([O-])=O.[Rh+2].[Rh+2]. The product is [O:19]=[C:14]1[CH2:15][CH2:16][CH2:17][O:18][CH:3]1[C:4]([O:6][CH2:7][C:8]1[CH:13]=[CH:12][CH:11]=[CH:10][CH:9]=1)=[O:5]. The yield is 0.930. (4) The reactants are Cl.[NH2:2][CH2:3][C:4]1[CH:12]=[CH:11][CH:10]=[C:9]2[C:5]=1[C:6](=[O:22])[N:7]([CH:14]1[CH2:19][CH2:18][C:17](=[O:20])[NH:16][C:15]1=[O:21])[C:8]2=[O:13].N12CCCN=C1CCCCC2.ON1C2C=CC=CC=2N=N1.[F:44][C:45]([F:57])([F:56])[C:46]1[CH:47]=[C:48]([CH2:52][C:53](O)=[O:54])[CH:49]=[CH:50][CH:51]=1.Cl.CN(C)CCCN=C=NCC. The catalyst is C(#N)C. The product is [O:21]=[C:15]1[CH:14]([N:7]2[C:6](=[O:22])[C:5]3[C:9](=[CH:10][CH:11]=[CH:12][C:4]=3[CH2:3][NH:2][C:53](=[O:54])[CH2:52][C:48]3[CH:49]=[CH:50][CH:51]=[C:46]([C:45]([F:56])([F:44])[F:57])[CH:47]=3)[C:8]2=[O:13])[CH2:19][CH2:18][C:17](=[O:20])[NH:16]1. The yield is 0.700.